Dataset: Catalyst prediction with 721,799 reactions and 888 catalyst types from USPTO. Task: Predict which catalyst facilitates the given reaction. Reactant: [C:1]([C:3]1[CH:4]=[C:5]2[C:9](=[CH:10][C:11]=1[CH3:12])[N:8]([CH2:13][CH2:14][CH2:15][C:16]([O:18][CH2:19][CH3:20])=[O:17])[N:7]=[CH:6]2)#[N:2].C(=O)(O)[O-].[Na+].Cl.[NH2:27][OH:28]. Product: [OH:28][NH:27][C:1](=[NH:2])[C:3]1[CH:4]=[C:5]2[C:9](=[CH:10][C:11]=1[CH3:12])[N:8]([CH2:13][CH2:14][CH2:15][C:16]([O:18][CH2:19][CH3:20])=[O:17])[N:7]=[CH:6]2. The catalyst class is: 8.